From a dataset of NCI-60 drug combinations with 297,098 pairs across 59 cell lines. Regression. Given two drug SMILES strings and cell line genomic features, predict the synergy score measuring deviation from expected non-interaction effect. Drug 1: COC1=C(C=C2C(=C1)N=CN=C2NC3=CC(=C(C=C3)F)Cl)OCCCN4CCOCC4. Drug 2: CC1C(C(CC(O1)OC2CC(OC(C2O)C)OC3=CC4=CC5=C(C(=O)C(C(C5)C(C(=O)C(C(C)O)O)OC)OC6CC(C(C(O6)C)O)OC7CC(C(C(O7)C)O)OC8CC(C(C(O8)C)O)(C)O)C(=C4C(=C3C)O)O)O)O. Cell line: CAKI-1. Synergy scores: CSS=53.8, Synergy_ZIP=4.32, Synergy_Bliss=-6.31, Synergy_Loewe=-1.77, Synergy_HSA=-2.20.